From a dataset of Catalyst prediction with 721,799 reactions and 888 catalyst types from USPTO. Predict which catalyst facilitates the given reaction. Reactant: [C:1]1([CH:7]2[O:11][N:10]=[C:9]([C:12]3[N:13]=[C:14]([CH:17]4[CH2:22][CH2:21][NH:20][CH2:19][CH2:18]4)[S:15][CH:16]=3)[CH2:8]2)[CH:6]=[CH:5][CH:4]=[CH:3][CH:2]=1.[C:23]1([N:29]=[C:30]=[O:31])[CH:28]=[CH:27][CH:26]=[CH:25][CH:24]=1.C(OCC)C. Product: [C:1]1([CH:7]2[O:11][N:10]=[C:9]([C:12]3[N:13]=[C:14]([CH:17]4[CH2:22][CH2:21][N:20]([C:30]([NH:29][C:23]5[CH:28]=[CH:27][CH:26]=[CH:25][CH:24]=5)=[O:31])[CH2:19][CH2:18]4)[S:15][CH:16]=3)[CH2:8]2)[CH:2]=[CH:3][CH:4]=[CH:5][CH:6]=1. The catalyst class is: 4.